Predict the product of the given reaction. From a dataset of Forward reaction prediction with 1.9M reactions from USPTO patents (1976-2016). (1) Given the reactants [C:1]([C:5]1([CH2:11][CH2:12][CH3:13])[CH:9]=[CH:8][CH:7]([CH3:10])[O:6]1)([CH3:4])([CH3:3])[CH3:2].[H][H], predict the reaction product. The product is: [C:1]([C:5]1([CH2:11][CH2:12][CH3:13])[CH2:9][CH2:8][CH:7]([CH3:10])[O:6]1)([CH3:4])([CH3:3])[CH3:2]. (2) Given the reactants [Cl:1][C:2]1[CH:3]=[C:4]([C:9]2[N:10]([C:18]3[CH:23]=[CH:22][C:21]([S:24]([NH2:27])(=[O:26])=[O:25])=[CH:20][CH:19]=3)[CH:11]=[C:12]([C:14]([F:17])([F:16])[F:15])[N:13]=2)[CH:5]=[C:6]([CH3:8])[CH:7]=1.[C:28](Cl)(=[O:30])[CH3:29], predict the reaction product. The product is: [Cl:1][C:2]1[CH:3]=[C:4]([C:9]2[N:10]([C:18]3[CH:19]=[CH:20][C:21]([S:24]([NH:27][C:28](=[O:30])[CH3:29])(=[O:26])=[O:25])=[CH:22][CH:23]=3)[CH:11]=[C:12]([C:14]([F:16])([F:15])[F:17])[N:13]=2)[CH:5]=[C:6]([CH3:8])[CH:7]=1. (3) The product is: [Cl:1][C:2]1[C:10]2[CH2:11][CH2:12][NH:13][CH2:14][CH2:15][N:8]3[C:9]=2[C:5]([C:6]2[CH2:19][CH2:18][CH2:17][C:7]=23)=[CH:4][CH:3]=1. Given the reactants [Cl:1][C:2]1[C:10]2[CH2:11][CH2:12][N:13](C)[CH2:14][CH2:15][N:8]3[C:9]=2[C:5]([C:6]2[CH2:19][CH2:18][CH2:17][C:7]=23)=[CH:4][CH:3]=1.ClC(OC(Cl)C)=O, predict the reaction product. (4) Given the reactants [NH2:1][C:2]1[C:3]([NH:12][CH2:13][C:14]2[CH:19]=[CH:18][C:17]([C:20]3[CH:25]=[CH:24][CH:23]=[CH:22][C:21]=3[C:26]#[N:27])=[CH:16][CH:15]=2)=[C:4]([CH:9]=[CH:10][CH:11]=1)[C:5]([O:7][CH3:8])=[O:6].Cl[C:29]([O:31][CH3:32])=[O:30], predict the reaction product. The product is: [C:26]([C:21]1[CH:22]=[CH:23][CH:24]=[CH:25][C:20]=1[C:17]1[CH:18]=[CH:19][C:14]([CH2:13][NH:12][C:3]2[C:2]([NH:1][C:29]([O:31][CH3:32])=[O:30])=[CH:11][CH:10]=[CH:9][C:4]=2[C:5]([O:7][CH3:8])=[O:6])=[CH:15][CH:16]=1)#[N:27]. (5) Given the reactants [CH:1]1([C:4]2[N:9]=[C:8](O)[CH:7]=[C:6]([O:11][CH3:12])[N:5]=2)[CH2:3][CH2:2]1.[F:13][C:14]([F:28])([F:27])[CH2:15][O:16]S(C1C=CC(C)=CC=1)(=O)=O.[F-].[Cs+].O, predict the reaction product. The product is: [CH:1]1([C:4]2[N:5]=[C:6]([O:11][CH3:12])[CH:7]=[C:8]([O:16][CH2:15][C:14]([F:13])([F:27])[F:28])[N:9]=2)[CH2:3][CH2:2]1. (6) Given the reactants [CH3:1][O:2][CH:3]([O:14][CH3:15])[C:4]1[N:13]=[C:12]2[C:7]([CH2:8][CH2:9][CH2:10][NH:11]2)=[CH:6][CH:5]=1.C1C(=O)N([Br:23])C(=O)C1, predict the reaction product. The product is: [Br:23][C:5]1[CH:6]=[C:7]2[C:12](=[N:13][C:4]=1[CH:3]([O:2][CH3:1])[O:14][CH3:15])[NH:11][CH2:10][CH2:9][CH2:8]2.